This data is from Forward reaction prediction with 1.9M reactions from USPTO patents (1976-2016). The task is: Predict the product of the given reaction. (1) The product is: [Br:1][C:2]1[CH:10]=[CH:9][C:5]([C:6]([N:49]2[CH2:50][CH2:51][C:46]([F:52])([F:45])[CH2:47][CH2:48]2)=[O:8])=[C:4]([CH3:11])[CH:3]=1. Given the reactants [Br:1][C:2]1[CH:10]=[CH:9][C:5]([C:6]([OH:8])=O)=[C:4]([CH3:11])[CH:3]=1.CN(C(ON1N=NC2C=CC=NC1=2)=[N+](C)C)C.F[P-](F)(F)(F)(F)F.CCN(C(C)C)C(C)C.[F:45][C:46]1([F:52])[CH2:51][CH2:50][NH:49][CH2:48][CH2:47]1, predict the reaction product. (2) The product is: [CH3:1][C:2]1[CH:10]=[C:6]([CH2:7][OH:8])[CH:5]=[N:4][C:3]=1[O:11][CH2:12][C:13]([F:16])([F:14])[F:15]. Given the reactants [CH3:1][C:2]1[C:3]([O:11][CH2:12][C:13]([F:16])([F:15])[F:14])=[N:4][CH:5]=[C:6]([CH:10]=1)[C:7](O)=[O:8].[H-].[Al+3].[Li+].[H-].[H-].[H-], predict the reaction product. (3) Given the reactants [Cl:1][CH2:2][C:3]1[C:8]([O:9][CH3:10])=[C:7]([O:11][CH3:12])[CH:6]=[CH:5][N:4]=1.[SH:13][C:14]1[NH:15][C:16]2[CH:22]=[C:21]([O:23][CH:24]([F:26])[F:25])[CH:20]=[CH:19][C:17]=2[N:18]=1.ClC1C=CC=C(C(OO)=[O:35])C=1, predict the reaction product. The product is: [CH3:12][O:11][C:7]1[CH:6]=[CH:5][N:4]=[C:3]([CH2:2][S+:13]([O-:35])[C:14]2[NH:18][C:17]3[CH:19]=[CH:20][C:21]([O:23][CH:24]([F:25])[F:26])=[CH:22][C:16]=3[N:15]=2)[C:8]=1[O:9][CH3:10].[Cl:1][CH2:2][C:3]1[C:8]([O:9][CH3:10])=[C:7]([O:11][CH3:12])[CH:6]=[CH:5][N:4]=1.